This data is from Reaction yield outcomes from USPTO patents with 853,638 reactions. The task is: Predict the reaction yield, written as a fraction of the theoretical maximum amount of product (1.0 means a 100% yield; for example, 0.34 means a 34% yield). (1) The reactants are Cl[C:2]1[N:7]=[C:6]([N:8]2[CH:13]([CH3:14])[CH2:12][O:11][CH2:10][CH:9]2[CH3:15])[N:5]=[C:4]([C:16]2[CH:21]=[CH:20][C:19]([NH:22][C:23]([NH:25][CH3:26])=[O:24])=[CH:18][CH:17]=2)[N:3]=1.CC1(C)C(C)(C)OB([C:35]2[CH:41]=[CH:40][C:38]([NH2:39])=[CH:37][CH:36]=2)O1. No catalyst specified. The product is [NH2:39][C:38]1[CH:40]=[CH:41][C:35]([C:2]2[N:7]=[C:6]([N:8]3[CH:13]([CH3:14])[CH2:12][O:11][CH2:10][CH:9]3[CH3:15])[N:5]=[C:4]([C:16]3[CH:21]=[CH:20][C:19]([NH:22][C:23]([NH:25][CH3:26])=[O:24])=[CH:18][CH:17]=3)[N:3]=2)=[CH:36][CH:37]=1. The yield is 0.860. (2) The reactants are [N:1]12[CH2:8][CH2:7][CH:4]([CH2:5][CH2:6]1)[CH:3]([CH2:9][C:10]([OH:12])=O)[CH2:2]2.[CH:13]([C:16]1[CH:17]=[C:18]([C:22]([NH2:25])([CH3:24])[CH3:23])[CH:19]=[CH:20][CH:21]=1)([CH3:15])[CH3:14]. No catalyst specified. The product is [N:1]12[CH2:6][CH2:5][CH:4]([CH2:7][CH2:8]1)[CH:3]([CH2:9][C:10]([NH:25][C:22]([C:18]1[CH:19]=[CH:20][CH:21]=[C:16]([CH:13]([CH3:15])[CH3:14])[CH:17]=1)([CH3:24])[CH3:23])=[O:12])[CH2:2]2. The yield is 0.100. (3) The reactants are C([N:8]1[CH2:13][CH2:12][N:11]([C:14]([O:16][C:17]([CH3:20])([CH3:19])[CH3:18])=[O:15])[C@H:10]([CH:21]([CH3:23])[CH3:22])[C:9]1=[O:24])C1C=CC=CC=1. The catalyst is C1COCC1. The product is [CH:21]([CH:10]1[C:9](=[O:24])[NH:8][CH2:13][CH2:12][N:11]1[C:14]([O:16][C:17]([CH3:19])([CH3:18])[CH3:20])=[O:15])([CH3:23])[CH3:22]. The yield is 0.590.